This data is from Forward reaction prediction with 1.9M reactions from USPTO patents (1976-2016). The task is: Predict the product of the given reaction. Given the reactants [NH2:1][C@@H:2]([CH2:10][CH2:11][CH2:12][NH:13][C:14]([NH:16][S:17]([C:20]1[C:21]([CH3:34])=[C:22]2[C:27](=[C:28]([CH3:31])[C:29]=1[CH3:30])[O:26][C:25]([CH3:33])([CH3:32])[CH2:24][CH2:23]2)(=[O:19])=[O:18])=[NH:15])[C:3]([O:5][C:6]([CH3:9])([CH3:8])[CH3:7])=[O:4].[CH2:35]([C:42]1[C:43](=[O:53])[N:44]([CH2:49][C:50](O)=[O:51])[CH:45]=[C:46]([CH3:48])[CH:47]=1)[C:36]1[CH:41]=[CH:40][CH:39]=[CH:38][CH:37]=1.CN(C(ON1N=NC2C=CC=CC1=2)=[N+](C)C)C.F[P-](F)(F)(F)(F)F.CCN(C(C)C)C(C)C, predict the reaction product. The product is: [CH2:35]([C:42]1[C:43](=[O:53])[N:44]([CH2:49][C:50]([NH:1][C@@H:2]([CH2:10][CH2:11][CH2:12][NH:13][C:14]([NH:16][S:17]([C:20]2[C:21]([CH3:34])=[C:22]3[C:27](=[C:28]([CH3:31])[C:29]=2[CH3:30])[O:26][C:25]([CH3:33])([CH3:32])[CH2:24][CH2:23]3)(=[O:18])=[O:19])=[NH:15])[C:3]([O:5][C:6]([CH3:7])([CH3:8])[CH3:9])=[O:4])=[O:51])[CH:45]=[C:46]([CH3:48])[CH:47]=1)[C:36]1[CH:37]=[CH:38][CH:39]=[CH:40][CH:41]=1.